The task is: Predict the reactants needed to synthesize the given product.. This data is from Full USPTO retrosynthesis dataset with 1.9M reactions from patents (1976-2016). (1) Given the product [F:23][C:2]([F:1])([F:22])[C:3]1[CH:4]=[C:5]([C:18]([F:20])([F:21])[F:19])[C:6]2[CH:7]=[CH:8][C:9]3[N:10]([CH:13]=[C:14]([C:16]4[O:17][CH:36]=[N:35][CH:34]=4)[N:15]=3)[C:11]=2[N:12]=1, predict the reactants needed to synthesize it. The reactants are: [F:1][C:2]([F:23])([F:22])[C:3]1[CH:4]=[C:5]([C:18]([F:21])([F:20])[F:19])[C:6]2[CH:7]=[CH:8][C:9]3[N:10]([CH:13]=[C:14]([CH:16]=[O:17])[N:15]=3)[C:11]=2[N:12]=1.CC1C=CC(S([CH2:34][N+:35]#[C-:36])(=O)=O)=CC=1.C([O-])([O-])=O.[K+].[K+]. (2) The reactants are: Cl.[N+:2]([C:5]1[CH:14]=[CH:13][CH:12]=[C:11]2[C:6]=1[CH:7]=[CH:8][CH:9]=[C:10]2[NH2:15])([O-:4])=[O:3].O.[OH-].[Na+]. Given the product [N+:2]([C:5]1[CH:14]=[CH:13][CH:12]=[C:11]2[C:6]=1[CH:7]=[CH:8][CH:9]=[C:10]2[NH2:15])([O-:4])=[O:3], predict the reactants needed to synthesize it. (3) Given the product [F:35][C:36]1([F:42])[CH2:41][CH2:40][N:39]([C:10]2[CH:9]=[C:8]([F:24])[C:7]3[O:6][C:5]4[C:14](=[CH:15][C:2]([C:31]5[C:26]([F:25])=[N:27][CH:28]=[CH:29][CH:30]=5)=[CH:3][CH:4]=4)[C@:13]4([N:20]=[C:19]([NH2:21])[CH2:18][O:17][CH2:16]4)[C:12]=3[CH:11]=2)[CH2:38][CH2:37]1, predict the reactants needed to synthesize it. The reactants are: Br[C:2]1[CH:15]=[C:14]2[C:5]([O:6][C:7]3[C:8]([F:24])=[CH:9][C:10](OC)=[CH:11][C:12]=3[C@@:13]32[N:20]=[C:19]([NH2:21])[CH2:18][O:17][CH2:16]3)=[CH:4][CH:3]=1.[F:25][C:26]1[C:31](B(O)O)=[CH:30][CH:29]=[CH:28][N:27]=1.[F:35][C:36]1([F:42])[CH2:41][CH2:40][NH:39][CH2:38][CH2:37]1. (4) Given the product [ClH:15].[ClH:15].[NH2:19][C@@H:16]([C:11]1[C:10]([F:26])=[C:9]([C:14]([Cl:15])=[CH:13][CH:12]=1)[O:8][C:5]1[N:6]=[CH:7][C:2]([NH2:1])=[CH:3][CH:4]=1)[CH2:17][CH3:18], predict the reactants needed to synthesize it. The reactants are: [NH2:1][C:2]1[CH:3]=[CH:4][C:5]([O:8][C:9]2[C:10]([F:26])=[C:11]([C@H:16]([NH:19]S(C(C)(C)C)=O)[CH2:17][CH3:18])[CH:12]=[CH:13][C:14]=2[Cl:15])=[N:6][CH:7]=1.FC1C(OC2C=CC=CC=2)=C(F)C=CC=1C(N)CC. (5) Given the product [Cl:45][C:36]1[C:37]([C:41]([F:42])([F:43])[F:44])=[CH:38][CH:39]=[CH:40][C:35]=1[CH2:34][N:19]([CH2:20][CH:21]([C:22]1[CH:23]=[CH:24][CH:25]=[CH:26][CH:27]=1)[C:28]1[CH:33]=[CH:32][CH:31]=[CH:30][CH:29]=1)[CH2:18][CH2:17][CH2:16][O:15][NH:7][C:8]1[CH:9]=[CH:10][C:11]([CH3:14])=[CH:12][CH:13]=1, predict the reactants needed to synthesize it. The reactants are: C(OC(=O)[N:7]([O:15][CH2:16][CH2:17][CH2:18][N:19]([CH2:34][C:35]1[CH:40]=[CH:39][CH:38]=[C:37]([C:41]([F:44])([F:43])[F:42])[C:36]=1[Cl:45])[CH2:20][CH:21]([C:28]1[CH:33]=[CH:32][CH:31]=[CH:30][CH:29]=1)[C:22]1[CH:27]=[CH:26][CH:25]=[CH:24][CH:23]=1)[C:8]1[CH:13]=[CH:12][C:11]([CH3:14])=[CH:10][CH:9]=1)(C)(C)C.C(O)(C(F)(F)F)=O.C([O-])(O)=O.[Na+]. (6) Given the product [NH2:10][C:3]1[C:2]([OH:1])=[CH:9][CH:8]=[CH:7][C:4]=1[C:5]#[N:6], predict the reactants needed to synthesize it. The reactants are: [OH:1][C:2]1[C:3]([N+:10]([O-])=O)=[C:4]([CH:7]=[CH:8][CH:9]=1)[C:5]#[N:6]. (7) Given the product [Cl:14][CH:13]=[C:11]1[CH2:12][NH:8][C@H:9]([C:15]([NH:33][C:29]2[CH:30]=[CH:31][C:32]3[N:20]([CH2:18][CH3:19])[C:21]4[C:26]([C:27]=3[CH:28]=2)=[CH:25][CH:24]=[CH:23][CH:22]=4)=[O:17])[CH2:10]1, predict the reactants needed to synthesize it. The reactants are: C(OC([N:8]1[CH2:12][C:11](=[CH:13][Cl:14])[CH2:10][C@H:9]1[C:15]([OH:17])=O)=O)(C)(C)C.[CH2:18]([N:20]1[C:32]2[CH:31]=[CH:30][C:29]([NH2:33])=[CH:28][C:27]=2[C:26]2[C:21]1=[CH:22][CH:23]=[CH:24][CH:25]=2)[CH3:19].